Dataset: Full USPTO retrosynthesis dataset with 1.9M reactions from patents (1976-2016). Task: Predict the reactants needed to synthesize the given product. Given the product [F:1][C:2]1[CH:7]=[CH:6][CH:5]=[CH:4][C:3]=1[NH:8][C:9]1[C:17]2[C:12](=[CH:13][CH:14]=[CH:15][CH:16]=2)[N:11]([C:19]2[N:20]=[C:21]([NH2:29])[C:22]([N+:26]([O-:28])=[O:27])=[C:23]([NH2:25])[N:24]=2)[N:10]=1, predict the reactants needed to synthesize it. The reactants are: [F:1][C:2]1[CH:7]=[CH:6][CH:5]=[CH:4][C:3]=1[NH:8][C:9]1[C:17]2[C:12](=[CH:13][CH:14]=[CH:15][CH:16]=2)[NH:11][N:10]=1.Cl[C:19]1[N:24]=[C:23]([NH2:25])[C:22]([N+:26]([O-:28])=[O:27])=[C:21]([NH2:29])[N:20]=1.C1(P(C2CCCCC2)C2C=CC=CC=2C2C(C(C)C)=CC(C(C)C)=CC=2C(C)C)CCCCC1.C(=O)([O-])[O-].[Cs+].[Cs+].